This data is from Catalyst prediction with 721,799 reactions and 888 catalyst types from USPTO. The task is: Predict which catalyst facilitates the given reaction. (1) Reactant: C[O-].[Na+].[CH2:4]([O:11][N:12]([C:20]1[N:30]=[CH:29][C:28]([Br:31])=[CH:27][C:21]=1[C:22]([O:24]CC)=O)[C:13](=[O:19])[CH2:14][C:15]([O:17][CH3:18])=[O:16])[C:5]1[CH:10]=[CH:9][CH:8]=[CH:7][CH:6]=1.Cl. Product: [CH2:4]([O:11][N:12]1[C:20]2[C:21](=[CH:27][C:28]([Br:31])=[CH:29][N:30]=2)[C:22]([OH:24])=[C:14]([C:15]([O:17][CH3:18])=[O:16])[C:13]1=[O:19])[C:5]1[CH:10]=[CH:9][CH:8]=[CH:7][CH:6]=1. The catalyst class is: 5. (2) The catalyst class is: 6. Reactant: CC1C=C(C)C=C(C)C=1S([O-])(=O)=O.[NH2:14][N+:15]1[CH:20]=[CH:19][CH:18]=[C:17]([O:21][CH3:22])[CH:16]=1.C(=O)([O-])[O-].[K+].[K+].O1CCOCC1.[O:35]=[C:36]([C:49]1[N:54]=[C:53]([C:55]([O:57][CH3:58])=[O:56])[CH:52]=[CH:51][CH:50]=1)[C:37]#[C:38][C:39]1[CH:44]=[CH:43][C:42]([C:45]([F:48])([F:47])[F:46])=[CH:41][CH:40]=1. Product: [CH3:22][O:21][C:17]1[CH:18]=[CH:19][C:20]2[N:15]([N:14]=[C:38]([C:39]3[CH:40]=[CH:41][C:42]([C:45]([F:48])([F:46])[F:47])=[CH:43][CH:44]=3)[C:37]=2[C:36]([C:49]2[N:54]=[C:53]([C:55]([O:57][CH3:58])=[O:56])[CH:52]=[CH:51][CH:50]=2)=[O:35])[CH:16]=1. (3) Reactant: [Si]([O:8][CH:9]1[CH2:18][C:17]2[CH:16]=[C:15]([C:19]([O:21][CH3:22])=[O:20])[CH:14]=[CH:13][C:12]=2[CH2:11][CH2:10]1)(C(C)(C)C)(C)C.[F-].C([N+](CCCC)(CCCC)CCCC)CCC. Product: [OH:8][CH:9]1[CH2:18][C:17]2[CH:16]=[C:15]([C:19]([O:21][CH3:22])=[O:20])[CH:14]=[CH:13][C:12]=2[CH2:11][CH2:10]1. The catalyst class is: 1.